This data is from Full USPTO retrosynthesis dataset with 1.9M reactions from patents (1976-2016). The task is: Predict the reactants needed to synthesize the given product. (1) Given the product [CH:24]1([N:21]2[C:20](=[O:29])[C:19]([O:30][CH3:31])=[C:18]([CH2:17][N:13]3[CH2:12][CH2:11][CH:10]([CH2:9][CH2:8][CH2:7][C:1]4[CH:6]=[CH:5][CH:4]=[CH:3][CH:2]=4)[CH2:15][CH2:14]3)[N:22]2[CH3:23])[CH2:25][CH2:26][CH2:27][CH2:28]1, predict the reactants needed to synthesize it. The reactants are: [C:1]1([CH2:7][CH2:8][CH2:9][CH:10]2[CH2:15][CH2:14][NH:13][CH2:12][CH2:11]2)[CH:6]=[CH:5][CH:4]=[CH:3][CH:2]=1.Br[CH2:17][C:18]1[N:22]([CH3:23])[N:21]([CH:24]2[CH2:28][CH2:27][CH2:26][CH2:25]2)[C:20](=[O:29])[C:19]=1[O:30][CH3:31].C(=O)([O-])[O-].[K+].[K+]. (2) Given the product [NH2:32][C:29]1[CH:30]=[CH:31][C:26]([N:22]2[CH:23]=[CH:24][CH:25]=[C:20]([CH2:19][O:18][Si:1]([C:14]([CH3:15])([CH3:17])[CH3:16])([C:2]3[CH:3]=[CH:4][CH:5]=[CH:6][CH:7]=3)[C:8]3[CH:13]=[CH:12][CH:11]=[CH:10][CH:9]=3)[C:21]2=[O:36])=[C:27]([Cl:35])[CH:28]=1, predict the reactants needed to synthesize it. The reactants are: [Si:1]([O:18][CH2:19][C:20]1[C:21](=[O:36])[N:22]([C:26]2[CH:31]=[CH:30][C:29]([N+:32]([O-])=O)=[CH:28][C:27]=2[Cl:35])[CH:23]=[CH:24][CH:25]=1)([C:14]([CH3:17])([CH3:16])[CH3:15])([C:8]1[CH:13]=[CH:12][CH:11]=[CH:10][CH:9]=1)[C:2]1[CH:7]=[CH:6][CH:5]=[CH:4][CH:3]=1.[H][H]. (3) Given the product [CH2:36]([C:7]1[CH:6]=[CH:5][N:4]=[C:3]([O:2][CH3:1])[C:8]=1[NH:9][C:10](=[O:16])[O:11][C:12]([CH3:13])([CH3:15])[CH3:14])[C:37]1[CH:42]=[CH:41][CH:40]=[CH:39][CH:38]=1, predict the reactants needed to synthesize it. The reactants are: [CH3:1][O:2][C:3]1[C:8]([NH:9][C:10](=[O:16])[O:11][C:12]([CH3:15])([CH3:14])[CH3:13])=[CH:7][CH:6]=[CH:5][N:4]=1.CN(C)CCN(C)C.CCCCCC.C([Li])CCC.[CH2:36](Br)[C:37]1[CH:42]=[CH:41][CH:40]=[CH:39][CH:38]=1.C(=O)([O-])O.[Na+]. (4) Given the product [Br:25][CH2:2][C:1]([C:4]1[CH:5]=[C:6]([CH:19]=[C:20]([N+:22]([O-:24])=[O:23])[CH:21]=1)[C:7]([NH:9][C@@H:10]([C:12]1[CH:13]=[CH:14][C:15]([F:18])=[CH:16][CH:17]=1)[CH3:11])=[O:8])=[O:3], predict the reactants needed to synthesize it. The reactants are: [C:1]([C:4]1[CH:5]=[C:6]([CH:19]=[C:20]([N+:22]([O-:24])=[O:23])[CH:21]=1)[C:7]([NH:9][C@@H:10]([C:12]1[CH:17]=[CH:16][C:15]([F:18])=[CH:14][CH:13]=1)[CH3:11])=[O:8])(=[O:3])[CH3:2].[Br:25]Br. (5) Given the product [Br:1][C:2]1[C:3]2[N:4]([N:12]=[N:10][N:9]=2)[C:5]([Cl:8])=[N:6][CH:7]=1, predict the reactants needed to synthesize it. The reactants are: [Br:1][C:2]1[C:3]([NH:9][NH2:10])=[N:4][C:5]([Cl:8])=[N:6][CH:7]=1.Cl.[N:12]([O-])=O.[Na+]. (6) Given the product [N:26]1[N:27]([C:31]2[CH:32]=[CH:33][C:34]([NH:35][C:2]3[C:11]4=[N:12][NH:13][CH:14]=[C:10]4[C:9]4[CH:8]=[C:7]([O:24][CH3:25])[CH:6]=[CH:5][C:4]=4[N:3]=3)=[CH:36][CH:37]=2)[N:28]=[CH:29][CH:30]=1, predict the reactants needed to synthesize it. The reactants are: Cl[C:2]1[C:11]2=[N:12][N:13](CC3C=CC(OC)=CC=3)[CH:14]=[C:10]2[C:9]2[CH:8]=[C:7]([O:24][CH3:25])[CH:6]=[CH:5][C:4]=2[N:3]=1.[N:26]1[N:27]([C:31]2[CH:37]=[CH:36][C:34]([NH2:35])=[CH:33][CH:32]=2)[N:28]=[CH:29][CH:30]=1.Cl. (7) Given the product [Br:1][C:2]1[C:18]([Cl:19])=[CH:17][C:5]([O:6][C:7]2[CH:8]=[C:9]([CH3:16])[N:10]=[CH:11][C:12]=2[C:13]([N:60]2[C:61]3[C:66](=[CH:65][CH:64]=[CH:63][CH:62]=3)[N:57]([CH:54]3[CH2:56][CH2:55]3)[CH2:58][CH2:59]2)=[O:15])=[C:4]([Cl:20])[CH:3]=1, predict the reactants needed to synthesize it. The reactants are: [Br:1][C:2]1[C:18]([Cl:19])=[CH:17][C:5]([O:6][C:7]2[C:12]([C:13]([OH:15])=O)=[CH:11][N:10]=[C:9]([CH3:16])[CH:8]=2)=[C:4]([Cl:20])[CH:3]=1.C(N(C(C)C)C(C)C)C.F[P-](F)(F)(F)(F)F.N1(OC(N(C)C)=[N+](C)C)C2N=CC=CC=2N=N1.[CH:54]1([N:57]2[C:66]3[C:61](=[CH:62][CH:63]=[CH:64][CH:65]=3)[NH:60][CH2:59][CH2:58]2)[CH2:56][CH2:55]1.C(=O)(O)[O-].[Na+].